This data is from Full USPTO retrosynthesis dataset with 1.9M reactions from patents (1976-2016). The task is: Predict the reactants needed to synthesize the given product. (1) Given the product [Cl:12][C:13]1[N:18]=[C:17]([NH:11][C@H:9]([C:6]2[N:7]=[CH:8][C:3]([F:2])=[CH:4][N:5]=2)[CH3:10])[N:16]=[C:15]([NH:20][C:21]2[N:22]=[CH:23][N:24]([CH2:26][CH2:27][C:28]3[CH:32]=[CH:31][S:30][CH:29]=3)[CH:25]=2)[N:14]=1, predict the reactants needed to synthesize it. The reactants are: Cl.[F:2][C:3]1[CH:4]=[N:5][C:6]([C@@H:9]([NH2:11])[CH3:10])=[N:7][CH:8]=1.[Cl:12][C:13]1[N:18]=[C:17](Cl)[N:16]=[C:15]([NH:20][C:21]2[N:22]=[CH:23][N:24]([CH2:26][CH2:27][C:28]3[CH:32]=[CH:31][S:30][CH:29]=3)[CH:25]=2)[N:14]=1. (2) Given the product [C:1]([O:8][C:9]1[CH:14]=[C:13]([C:45]#[C:44][C:46]2[CH:50]=[CH:49][S:48][CH:47]=2)[CH:12]=[CH:11][C:10]=1[O:16][C:17]1[CH:22]=[CH:21][C:20]([NH:23][C:24]([O:26][C:27]([CH3:28])([CH3:30])[CH3:29])=[O:25])=[CH:19][C:18]=1[F:38])([O:3][C:4]([CH3:7])([CH3:6])[CH3:5])=[O:2], predict the reactants needed to synthesize it. The reactants are: [C:1]([O:8][C:9]1[CH:14]=[C:13](Br)[CH:12]=[CH:11][C:10]=1[O:16][C:17]1[CH:22]=[CH:21][C:20]([N:23](C(OC(C)(C)C)=O)[C:24]([O:26][C:27]([CH3:30])([CH3:29])[CH3:28])=[O:25])=[CH:19][C:18]=1[F:38])([O:3][C:4]([CH3:7])([CH3:6])[CH3:5])=[O:2].C(O)CC#C.[C:44]([C:46]1[CH:50]=[CH:49][S:48][CH:47]=1)#[CH:45]. (3) Given the product [Br:1][C:2]1[CH:3]=[CH:4][C:5]2[N:9]=[C:8]([CH:10]=[O:11])[N:7]([CH3:12])[C:6]=2[CH:13]=1, predict the reactants needed to synthesize it. The reactants are: [Br:1][C:2]1[CH:3]=[CH:4][C:5]2[N:9]=[C:8]([CH2:10][OH:11])[N:7]([CH3:12])[C:6]=2[CH:13]=1. (4) Given the product [Cl:15][C:16]1[C:17]([CH:22]([C:23]2[CH:24]=[CH:25][C:26]([O:29][C:30]3[CH:35]=[CH:34][CH:33]=[CH:32][CH:31]=3)=[CH:27][CH:28]=2)[NH:36][CH:47]=[O:48])=[N:18][CH:19]=[CH:20][N:21]=1, predict the reactants needed to synthesize it. The reactants are: C(Cl)CCl.C1C=CC2N(O)N=NC=2C=1.[Cl:15][C:16]1[C:17]([CH:22]([NH2:36])[C:23]2[CH:28]=[CH:27][C:26]([O:29][C:30]3[CH:35]=[CH:34][CH:33]=[CH:32][CH:31]=3)=[CH:25][CH:24]=2)=[N:18][CH:19]=[CH:20][N:21]=1.CCN(C(C)C)C(C)C.C[CH2:47][O:48]C(C)=O.C(Cl)Cl. (5) Given the product [CH2:1]([S:8][C:9]1[CH:14]=[CH:13][C:12]([N+:15]([O-:17])=[O:16])=[CH:11][C:10]=1[NH2:18])[C:2]1[CH:3]=[CH:4][CH:5]=[CH:6][CH:7]=1, predict the reactants needed to synthesize it. The reactants are: [CH2:1]([S:8][C:9]1[CH:14]=[CH:13][C:12]([N+:15]([O-:17])=[O:16])=[CH:11][C:10]=1[NH:18]C(=O)C(F)(F)F)[C:2]1[CH:7]=[CH:6][CH:5]=[CH:4][CH:3]=1.N.